Dataset: Forward reaction prediction with 1.9M reactions from USPTO patents (1976-2016). Task: Predict the product of the given reaction. (1) Given the reactants [CH:1]([N:14]1[C:22]2[C:17](=[CH:18][CH:19]=[C:20]([Cl:23])[CH:21]=2)[CH:16]=[C:15]1[CH2:24][CH2:25][NH:26][S:27]([CH2:30][C:31]1[CH:36]=[CH:35][CH:34]=[CH:33][CH:32]=1)(=[O:29])=[O:28])([C:8]1[CH:13]=[CH:12][CH:11]=[CH:10][CH:9]=1)[C:2]1[CH:7]=[CH:6][CH:5]=[CH:4][CH:3]=1.[CH3:37][O:38][C:39](=[O:50])[C:40]1[CH:45]=[CH:44][C:43]([O:46][CH2:47][CH:48]=O)=[CH:42][CH:41]=1.C([SiH](CC)CC)C.C(O)(C(F)(F)F)=O, predict the reaction product. The product is: [CH3:37][O:38][C:39](=[O:50])[C:40]1[CH:45]=[CH:44][C:43]([O:46][CH2:47][CH2:48][C:16]2[C:17]3[C:22](=[CH:21][C:20]([Cl:23])=[CH:19][CH:18]=3)[N:14]([CH:1]([C:2]3[CH:7]=[CH:6][CH:5]=[CH:4][CH:3]=3)[C:8]3[CH:9]=[CH:10][CH:11]=[CH:12][CH:13]=3)[C:15]=2[CH2:24][CH2:25][NH:26][S:27]([CH2:30][C:31]2[CH:36]=[CH:35][CH:34]=[CH:33][CH:32]=2)(=[O:29])=[O:28])=[CH:42][CH:41]=1. (2) The product is: [C:29]([O:32][CH2:33][C:34]([N:26]1[CH2:27][CH2:28][CH:23]([C:20]2[S:21][CH:22]=[C:18]([C:15]3[CH2:14][CH:13]([C:8]4[CH:9]=[CH:10][CH:11]=[CH:12][C:7]=4[O:6][S:3]([CH3:2])(=[O:4])=[O:5])[O:17][N:16]=3)[N:19]=2)[CH2:24][CH2:25]1)=[O:35])(=[O:31])[CH3:30]. Given the reactants [Cl-].[CH3:2][S:3]([O:6][C:7]1[CH:12]=[CH:11][CH:10]=[CH:9][C:8]=1[CH:13]1[O:17][N:16]=[C:15]([C:18]2[N:19]=[C:20]([CH:23]3[CH2:28][CH2:27][NH2+:26][CH2:25][CH2:24]3)[S:21][CH:22]=2)[CH2:14]1)(=[O:5])=[O:4].[C:29]([O:32][CH2:33][C:34](Cl)=[O:35])(=[O:31])[CH3:30].C(N(CC)CC)C.O, predict the reaction product. (3) Given the reactants Cl[C:2]1[N:7]=[C:6]([O:8][CH2:9][C:10]2[CH:11]=[CH:12][C:13]([O:18][C:19]3[CH:24]=[CH:23][C:22]([Cl:25])=[C:21]([C:26]([F:29])([F:28])[F:27])[CH:20]=3)=[C:14]([CH:17]=2)[C:15]#[N:16])[CH:5]=[CH:4][N:3]=1.C1N2CCN(CC2)C1.C(=O)([O-])[O-:39].[K+].[K+].O1CCOCC1, predict the reaction product. The product is: [Cl:25][C:22]1[CH:23]=[CH:24][C:19]([O:18][C:13]2[CH:12]=[CH:11][C:10]([CH2:9][O:8][C:6]3[NH:7][C:2](=[O:39])[N:3]=[CH:4][CH:5]=3)=[CH:17][C:14]=2[C:15]#[N:16])=[CH:20][C:21]=1[C:26]([F:29])([F:28])[F:27]. (4) Given the reactants Br[CH2:2]/[CH:3]=[CH:4]/[C:5]([NH:7][C:8]1[CH:9]=[C:10]2[C:15](=[CH:16][C:17]=1[C:18]#[C:19][CH:20]1[CH2:24][CH2:23][O:22][CH2:21]1)[N:14]=[CH:13][N:12]=[C:11]2[NH:25][C:26]1[CH:31]=[CH:30][C:29]([F:32])=[C:28]([Cl:33])[CH:27]=1)=[O:6].Cl.[O:35]1[C@H:40]2[CH2:41][NH:42][CH2:43][C@H:39]2[O:38][CH2:37][CH2:36]1.CCN(C(C)C)C(C)C.O, predict the reaction product. The product is: [Cl:33][C:28]1[CH:27]=[C:26]([NH:25][C:11]2[C:10]3[C:15](=[CH:16][C:17]([C:18]#[C:19][CH:20]4[CH2:24][CH2:23][O:22][CH2:21]4)=[C:8]([NH:7][C:5](=[O:6])/[CH:4]=[CH:3]/[CH2:2][N:42]4[CH2:41][C@H:40]5[O:35][CH2:36][CH2:37][O:38][C@H:39]5[CH2:43]4)[CH:9]=3)[N:14]=[CH:13][N:12]=2)[CH:31]=[CH:30][C:29]=1[F:32]. (5) Given the reactants CC(C)([O-])C.[K+].[C:7]([O:11][C:12](=[O:30])[NH:13][C:14]([CH3:29])([CH3:28])[CH2:15][N:16]([C:24](=[O:27])[CH2:25]Br)[C:17]1[CH:22]=[CH:21][CH:20]=[CH:19][C:18]=1[CH3:23])([CH3:10])([CH3:9])[CH3:8].[Cl-].[NH4+], predict the reaction product. The product is: [C:7]([O:11][C:12]([N:13]1[CH2:25][C:24](=[O:27])[N:16]([C:17]2[CH:22]=[CH:21][CH:20]=[CH:19][C:18]=2[CH3:23])[CH2:15][C:14]1([CH3:29])[CH3:28])=[O:30])([CH3:10])([CH3:9])[CH3:8]. (6) Given the reactants [Br:1][C:2]1[CH:3]=[N:4][NH:5][C:6]=1[C:7]([O:9][CH3:10])=[O:8].[C:11]1(P(C2C=CC=CC=2)C2C=CC=CC=2)C=CC=C[CH:12]=1.[N:30]([C:39]([O:41][C:42]([CH3:45])([CH3:44])[CH3:43])=[O:40])=[N:30][C:39]([O:41][C:42]([CH3:45])([CH3:44])[CH3:43])=[O:40], predict the reaction product. The product is: [CH3:10][O:9][C:7]([C:6]1[N:5]([C@H:11]([NH:30][C:39]([O:41][C:42]([CH3:43])([CH3:44])[CH3:45])=[O:40])[CH3:12])[N:4]=[CH:3][C:2]=1[Br:1])=[O:8]. (7) Given the reactants [CH3:1][O:2][C:3]1[CH:12]=[C:11]2[C:6]([CH:7]=[CH:8][C:9](=[O:32])[N:10]2[CH2:13][CH2:14][N:15]2[CH2:19][CH2:18][C@@H:17]([CH2:20][NH:21]C(=O)OCC3C=CC=CC=3)[CH2:16]2)=[N:5][CH:4]=1, predict the reaction product. The product is: [NH2:21][CH2:20][C@@H:17]1[CH2:18][CH2:19][N:15]([CH2:14][CH2:13][N:10]2[C:11]3[C:6](=[N:5][CH:4]=[C:3]([O:2][CH3:1])[CH:12]=3)[CH:7]=[CH:8][C:9]2=[O:32])[CH2:16]1.